This data is from Full USPTO retrosynthesis dataset with 1.9M reactions from patents (1976-2016). The task is: Predict the reactants needed to synthesize the given product. (1) The reactants are: [F:1][C:2]1[C:3]([O:46][CH3:47])=[CH:4][C:5]([CH2:41][C:42]([F:45])([F:44])[F:43])=[C:6]([C:8]2[N:13]=[C:12]3[NH:14][N:15]=[C:16]([C:17](=[O:20])[NH:18][CH3:19])[C:11]3=[C:10]([NH:21][CH2:22][C:23]3[CH:28]=[CH:27][CH:26]=[CH:25][C:24]=3[N:29]([CH3:40])C(=O)OCC3C=CC=CC=3)[N:9]=2)[CH:7]=1.C(N(CC)CC)C.[C:55]([O:59][C:60](O[C:60]([O:59][C:55]([CH3:58])([CH3:57])[CH3:56])=[O:61])=[O:61])([CH3:58])([CH3:57])[CH3:56]. Given the product [F:1][C:2]1[C:3]([O:46][CH3:47])=[CH:4][C:5]([CH2:41][C:42]([F:45])([F:43])[F:44])=[C:6]([C:8]2[N:13]=[C:12]3[N:14]([C:60]([O:59][C:55]([CH3:58])([CH3:57])[CH3:56])=[O:61])[N:15]=[C:16]([C:17](=[O:20])[NH:18][CH3:19])[C:11]3=[C:10]([NH:21][CH2:22][C:23]3[CH:28]=[CH:27][CH:26]=[CH:25][C:24]=3[NH:29][CH3:40])[N:9]=2)[CH:7]=1, predict the reactants needed to synthesize it. (2) The reactants are: O.[C:2]([O:5][C:6]1[CH:7]=[C:8]([O:16][C:17](=[O:19])[CH3:18])[CH:9]=[C:10]([O:12][C:13](=O)[CH3:14])[CH:11]=1)(=[O:4])[CH3:3].[H-].[Na+].C(Cl)[C:23]1[CH:28]=[CH:27]C=[CH:25][CH:24]=1.Cl. Given the product [C:17]([O:16][C:8]1[CH:7]=[C:6]([O:5][C:2](=[O:4])[CH3:3])[CH:11]=[C:10]([O:12][CH2:13][C:14]2[CH:27]=[CH:28][CH:23]=[CH:24][CH:25]=2)[CH:9]=1)(=[O:19])[CH3:18], predict the reactants needed to synthesize it. (3) Given the product [O:3]=[C:2]1[NH:1][C:18](=[O:20])[CH2:17][N:4]1[C@@H:5]([C:13]([CH3:16])([CH3:15])[CH3:14])[C:6]([O:8][C:9]([CH3:12])([CH3:11])[CH3:10])=[O:7], predict the reactants needed to synthesize it. The reactants are: [NH2:1][C:2]([N:4]([CH2:17][C:18]([O:20]CC)=O)[C@@H:5]([C:13]([CH3:16])([CH3:15])[CH3:14])[C:6]([O:8][C:9]([CH3:12])([CH3:11])[CH3:10])=[O:7])=[O:3].C(N(CC)CC)C.